From a dataset of Forward reaction prediction with 1.9M reactions from USPTO patents (1976-2016). Predict the product of the given reaction. Given the reactants [NH2:1][C:2]1[CH:22]=[CH:21][C:5]2[CH2:6][CH2:7][N:8]([C:11]([O:13][CH2:14][C:15]3[CH:20]=[CH:19][CH:18]=[CH:17][CH:16]=3)=[O:12])[CH2:9][CH2:10][C:4]=2[CH:3]=1.N1C=CC=CC=1.[C:29]1([C:39]2[CH:44]=[CH:43][CH:42]=[CH:41][CH:40]=2)[CH:34]=[CH:33][C:32]([S:35](Cl)(=[O:37])=[O:36])=[CH:31][CH:30]=1, predict the reaction product. The product is: [CH2:14]([O:13][C:11]([N:8]1[CH2:7][CH2:6][C:5]2[CH:21]=[CH:22][C:2]([NH:1][S:35]([C:32]3[CH:31]=[CH:30][C:29]([C:39]4[CH:44]=[CH:43][CH:42]=[CH:41][CH:40]=4)=[CH:34][CH:33]=3)(=[O:37])=[O:36])=[CH:3][C:4]=2[CH2:10][CH2:9]1)=[O:12])[C:15]1[CH:16]=[CH:17][CH:18]=[CH:19][CH:20]=1.